From a dataset of Forward reaction prediction with 1.9M reactions from USPTO patents (1976-2016). Predict the product of the given reaction. (1) Given the reactants [CH3:1][O:2][C:3]1[C:4]([CH2:12][N:13]([CH3:15])[CH3:14])=[C:5]2[C:9](=[CH:10][CH:11]=1)[NH:8][CH:7]=[CH:6]2.[H-].[Na+].[F:18][C:19]([F:31])([F:30])[C:20]1[CH:21]=[C:22]([S:26](Cl)(=[O:28])=[O:27])[CH:23]=[CH:24][CH:25]=1.CN([CH:35]=[O:36])C, predict the reaction product. The product is: [F:18][C:19]([F:31])([F:30])[C:35]([OH:36])=[O:2].[CH3:1][O:2][C:3]1[C:4]([CH2:12][N:13]([CH3:14])[CH3:15])=[C:5]2[C:9](=[CH:10][CH:11]=1)[N:8]([S:26]([C:22]1[CH:23]=[CH:24][CH:25]=[C:20]([C:19]([F:18])([F:30])[F:31])[CH:21]=1)(=[O:28])=[O:27])[CH:7]=[CH:6]2. (2) Given the reactants [H-].[Na+].[CH3:3][O:4][C:5]1[CH:10]=[CH:9][C:8]([NH2:11])=[CH:7][CH:6]=1.[Cl:12][C:13]1[CH:18]=[CH:17][CH:16]=[C:15](Cl)[C:14]=1[N+:20]([O-:22])=[O:21].Cl, predict the reaction product. The product is: [Cl:12][C:13]1[C:14]([N+:20]([O-:22])=[O:21])=[C:15]([CH:16]=[CH:17][CH:18]=1)[NH:11][C:8]1[CH:9]=[CH:10][C:5]([O:4][CH3:3])=[CH:6][CH:7]=1. (3) Given the reactants [CH2:1]([O:4][C:5]1[CH:10]=[CH:9][C:8]([CH3:11])=[CH:7][CH:6]=1)[CH2:2][CH3:3].C(O[O:17][C:18]([CH3:21])(C)C)(C)(C)C.[C]=O.[CH2:24]([OH:26])C, predict the reaction product. The product is: [CH2:1]([O:4][C:5]1[CH:6]=[CH:7][C:8]([CH2:11][C:24]([O:17][CH2:18][CH3:21])=[O:26])=[CH:9][CH:10]=1)[CH2:2][CH3:3]. (4) The product is: [NH:1]1[C:5]2[CH:6]=[C:7]([CH2:10][OH:11])[CH:8]=[CH:9][C:4]=2[N:3]=[CH:2]1. Given the reactants [NH:1]1[C:5]2[CH:6]=[C:7]([C:10](O)=[O:11])[CH:8]=[CH:9][C:4]=2[N:3]=[CH:2]1.C(N(C(C)C)CC)(C)C.[BH4-].[Na+].CO, predict the reaction product. (5) Given the reactants C([O:8][C@H:9]([CH3:59])[C:10]([NH:12][C@H:13]1[CH2:17][C@@H:16]([N:18]2[CH:26]=[N:25][C:24]3[C:19]2=[N:20][C:21]([N:42]2[CH2:46][CH2:45][C@@H:44]([NH:47][C:48]([NH:50][C:51]4[CH:52]=[N:53][CH:54]=[CH:55][CH:56]=4)=[O:49])[CH2:43]2)=[N:22][C:23]=3[NH:27][CH2:28][CH:29]([C:36]2[CH:41]=[CH:40][CH:39]=[CH:38][CH:37]=2)[C:30]2[CH:35]=[CH:34][CH:33]=[CH:32][CH:31]=2)[C@H:15]([OH:57])[C@@H:14]1[OH:58])=[O:11])C1C=CC=CC=1.C([O-])=O.[NH4+], predict the reaction product. The product is: [C:30]1([CH:29]([C:36]2[CH:37]=[CH:38][CH:39]=[CH:40][CH:41]=2)[CH2:28][NH:27][C:23]2[N:22]=[C:21]([N:42]3[CH2:46][CH2:45][C@@H:44]([NH:47][C:48]([NH:50][C:51]4[CH:52]=[N:53][CH:54]=[CH:55][CH:56]=4)=[O:49])[CH2:43]3)[N:20]=[C:19]3[C:24]=2[N:25]=[CH:26][N:18]3[C@@H:16]2[CH2:17][C@H:13]([NH:12][C:10](=[O:11])[C@H:9]([OH:8])[CH3:59])[C@@H:14]([OH:58])[C@H:15]2[OH:57])[CH:35]=[CH:34][CH:33]=[CH:32][CH:31]=1. (6) Given the reactants [N+:1]([C:4]1[CH:9]=[CH:8][CH:7]=[C:6]([N+:10]([O-])=O)[C:5]=1[N:13]1[CH2:18][CH2:17][CH2:16][CH2:15][CH2:14]1)([O-])=O, predict the reaction product. The product is: [N:13]1([C:5]2[C:6]([NH2:10])=[CH:7][CH:8]=[CH:9][C:4]=2[NH2:1])[CH2:14][CH2:15][CH2:16][CH2:17][CH2:18]1.